Dataset: Full USPTO retrosynthesis dataset with 1.9M reactions from patents (1976-2016). Task: Predict the reactants needed to synthesize the given product. (1) Given the product [CH2:22]([C:7]1([CH2:6][N:35]2[C:24](=[O:34])[C:25]3[C:26](=[CH:30][CH:31]=[CH:32][CH:33]=3)[C:27]2=[O:28])[CH2:12][O:11][CH:10]([C:13]2[N:17]([CH3:18])[N:16]=[CH:15][C:14]=2[N+:19]([O-:21])=[O:20])[O:9][CH2:8]1)[CH3:23], predict the reactants needed to synthesize it. The reactants are: CS(O[CH2:6][C:7]1([CH2:22][CH3:23])[CH2:12][O:11][CH:10]([C:13]2[N:17]([CH3:18])[N:16]=[CH:15][C:14]=2[N+:19]([O-:21])=[O:20])[O:9][CH2:8]1)(=O)=O.[C:24]([NH2:35])(=[O:34])[C:25]1[C:26](=[CH:30][CH:31]=[CH:32][CH:33]=1)[C:27](N)=[O:28].[K]. (2) Given the product [OH:30][C@H:18]([C:19]1[C:27]2[S:26][C:25](=[O:28])[NH:24][C:23]=2[C:22]([OH:29])=[CH:21][CH:20]=1)[CH2:17][N:16]([CH2:15][C:12]1[CH:11]=[CH:10][C:9]([O:8][CH2:7][CH2:6][N:57]2[CH2:58][CH2:59][C:53]3([O:52][CH2:51][CH2:50][N:49]([C:47](=[O:48])[C:46]([F:45])([F:60])[F:61])[CH2:54]3)[CH2:55][CH2:56]2)=[CH:14][CH:13]=1)[C:31](=[O:32])[O:33][C:34]([CH3:37])([CH3:35])[CH3:36], predict the reactants needed to synthesize it. The reactants are: CS(O[CH2:6][CH2:7][O:8][C:9]1[CH:14]=[CH:13][C:12]([CH2:15][N:16]([C:31]([O:33][C:34]([CH3:37])([CH3:36])[CH3:35])=[O:32])[CH2:17][C@H:18]([OH:30])[C:19]2[C:27]3[S:26][C:25](=[O:28])[NH:24][C:23]=3[C:22]([OH:29])=[CH:21][CH:20]=2)=[CH:11][CH:10]=1)(=O)=O.FC(F)(F)C(O)=O.[F:45][C:46]([F:61])([F:60])[C:47]([N:49]1[CH2:54][C:53]2([CH2:59][CH2:58][NH:57][CH2:56][CH2:55]2)[O:52][CH2:51][CH2:50]1)=[O:48].C(N(CC)CC)C. (3) Given the product [C:39]([C:34]1[CH:35]=[C:36]2[C:31](=[C:32]([F:43])[CH:33]=1)[C:30](=[O:44])[N:29]([C:7]1[C:6]([CH2:5][OH:4])=[C:11]([C:12]3[CH:17]=[C:16]([NH:18][C:19]4[CH:23]=[C:22]([CH3:24])[N:21]([CH2:25][CH3:26])[N:20]=4)[C:15](=[O:27])[N:14]([CH3:28])[CH:13]=3)[CH:10]=[CH:9][N:8]=1)[N:38]=[CH:37]2)([CH3:41])([CH3:40])[CH3:42], predict the reactants needed to synthesize it. The reactants are: C([O:4][CH2:5][C:6]1[C:7]([N:29]2[N:38]=[CH:37][C:36]3[C:31](=[C:32]([F:43])[CH:33]=[C:34]([C:39]([CH3:42])([CH3:41])[CH3:40])[CH:35]=3)[C:30]2=[O:44])=[N:8][CH:9]=[CH:10][C:11]=1[C:12]1[CH:17]=[C:16]([NH:18][C:19]2[CH:23]=[C:22]([CH3:24])[N:21]([CH2:25][CH3:26])[N:20]=2)[C:15](=[O:27])[N:14]([CH3:28])[CH:13]=1)(=O)C.[OH-].[Li+].C1COCC1.C(O)(C)C. (4) Given the product [S:1]([Li:3])[Li:2].[P:4]12([S:6][P:7]3([S:9][P:10]([S:13][P:14]([S:17]3)([S:16]1)=[S:15])(=[S:11])[S:12]2)=[S:8])=[S:5], predict the reactants needed to synthesize it. The reactants are: [S-2:1].[Li+:2].[Li+:3].[P:4]12([S:16][P:14]3([S:17][P:7]([S:9][P:10]([S:13]3)([S:12]1)=[S:11])(=[S:8])[S:6]2)=[S:15])=[S:5]. (5) Given the product [CH2:1]([C:3]1[CH:12]=[C:11]([CH3:13])[C:10]2[C:9](=[O:14])[N:8]([CH2:27][CH2:28][C:29]3[CH:34]=[CH:33][CH:32]=[CH:31][CH:30]=3)[C@H:7]3[CH2:15][N:16]([C:18]([O:20][C:21]([CH3:23])([CH3:22])[CH3:24])=[O:19])[CH2:17][C@@H:6]3[C:5]=2[CH:4]=1)[CH3:2], predict the reactants needed to synthesize it. The reactants are: [CH2:1]([C:3]1[CH:12]=[C:11]([CH3:13])[C:10]2[C:9](=[O:14])[NH:8][C@H:7]3[CH2:15][N:16]([C:18]([O:20][C:21]([CH3:24])([CH3:23])[CH3:22])=[O:19])[CH2:17][C@@H:6]3[C:5]=2[CH:4]=1)[CH3:2].[H-].[Na+].[CH2:27](I)[CH2:28][C:29]1[CH:34]=[CH:33][CH:32]=[CH:31][CH:30]=1. (6) Given the product [CH:7]1[C:13]([NH2:14])=[N:12][C:10](=[O:11])[N:9]([C@@H:15]2[O:19][C@H:18]([CH2:20][OH:21])[C@@H:17]([OH:22])[C:16]2([F:23])[F:24])[CH:8]=1, predict the reactants needed to synthesize it. The reactants are: CCCCCC.[CH:7]1[C:13]([NH2:14])=[N:12][C:10](=[O:11])[N:9]([C@@H:15]2[O:19][C@H:18]([CH2:20][OH:21])[C@@H:17]([OH:22])[C:16]2([F:24])[F:23])[CH:8]=1.Cl.S(OOS([O-])(=O)=O)([O-])(=O)=O.[NH4+].[NH4+].CN(CCN(C)C)C. (7) Given the product [NH2:11][CH2:10][C:4]1[N:3]=[C:2]([OH:1])[C:7]([O:8][CH3:9])=[CH:6][N:5]=1, predict the reactants needed to synthesize it. The reactants are: [OH:1][C:2]1[C:7]([O:8][CH3:9])=[CH:6][N:5]=[C:4]([CH2:10][N:11]2C(=O)C3C(=CC=CC=3)C2=O)[N:3]=1.NN. (8) The reactants are: [NH:1]1[C:5]2=[CH:6][N:7]=[C:8]([NH:10][C:11]3[C:12]4[C:19]5[CH2:20][CH2:21][C@H:22]([C:24](O)=[O:25])[CH2:23][C:18]=5[S:17][C:13]=4[N:14]=[CH:15][N:16]=3)[CH:9]=[C:4]2[CH:3]=[N:2]1.[CH3:27][O:28][CH2:29][CH2:30][NH:31][CH2:32][CH2:33][O:34][CH3:35]. Given the product [CH3:27][O:28][CH2:29][CH2:30][N:31]([CH2:32][CH2:33][O:34][CH3:35])[C:24]([C@H:22]1[CH2:21][CH2:20][C:19]2[C:12]3[C:11]([NH:10][C:8]4[CH:9]=[C:4]5[CH:3]=[N:2][NH:1][C:5]5=[CH:6][N:7]=4)=[N:16][CH:15]=[N:14][C:13]=3[S:17][C:18]=2[CH2:23]1)=[O:25], predict the reactants needed to synthesize it. (9) Given the product [C:11]([O:10][C:8]([C@@H:6]1[CH2:7][C@H:4]([C:1]([OH:3])=[O:17])[C:5]1([CH3:16])[CH3:15])=[O:9])([CH3:14])([CH3:13])[CH3:12], predict the reactants needed to synthesize it. The reactants are: [C:1]([C@H:4]1[CH2:7][C@@H:6]([C:8]([O:10][C:11]([CH3:14])([CH3:13])[CH3:12])=[O:9])[C:5]1([CH3:16])[CH3:15])(=[O:3])C.[O:17](Br)[Na].